Predict the reactants needed to synthesize the given product. From a dataset of Full USPTO retrosynthesis dataset with 1.9M reactions from patents (1976-2016). Given the product [Cl:1][C:2]1[CH:24]=[CH:23][C:5]([CH2:6][NH:7][C:8]([C:10]2[C:11](=[O:22])[C:12]3[CH:19]=[C:18]([CH2:20][N:33]4[CH2:34][CH2:35][CH2:36][C@@H:32]4[C@H:30]([C:26]4[O:25][CH:29]=[CH:28][CH:27]=4)[OH:31])[S:17][C:13]=3[N:14]([CH3:16])[CH:15]=2)=[O:9])=[CH:4][CH:3]=1, predict the reactants needed to synthesize it. The reactants are: [Cl:1][C:2]1[CH:24]=[CH:23][C:5]([CH2:6][NH:7][C:8]([C:10]2[C:11](=[O:22])[C:12]3[CH:19]=[C:18]([CH2:20]Cl)[S:17][C:13]=3[N:14]([CH3:16])[CH:15]=2)=[O:9])=[CH:4][CH:3]=1.[O:25]1[CH:29]=[CH:28][CH:27]=[C:26]1[CH:30]([CH:32]1[CH2:36][CH2:35][CH2:34][NH:33]1)[OH:31].